From a dataset of Full USPTO retrosynthesis dataset with 1.9M reactions from patents (1976-2016). Predict the reactants needed to synthesize the given product. (1) Given the product [Cl:14][C:15]1[CH:16]=[C:17]([CH:34]=[CH:35][C:36]=1[Cl:37])[O:18][C:19]1[C:24](=[O:25])[NH:23][C:22]([C:26]2[N:27]=[C:6]([C:7]([F:8])([F:9])[F:10])[O:11][N:28]=2)=[N:21][C:20]=1[C:30]([F:33])([F:32])[F:31], predict the reactants needed to synthesize it. The reactants are: [F:8][C:7]([F:10])([F:9])[C:6](O[C:6](=[O:11])[C:7]([F:10])([F:9])[F:8])=[O:11].[Cl:14][C:15]1[CH:16]=[C:17]([CH:34]=[CH:35][C:36]=1[Cl:37])[O:18][C:19]1[C:24](=[O:25])[NH:23][C:22]([C:26](=[N:28]O)[NH2:27])=[N:21][C:20]=1[C:30]([F:33])([F:32])[F:31].O. (2) Given the product [CH3:9][C:10]1[CH:15]=[CH:14][C:13]([NH:16][C:17](=[O:30])[C:18]2[CH:23]=[CH:22][CH:21]=[C:20]([N:24]3[CH2:29][CH2:28][O:27][CH2:26][CH2:25]3)[CH:19]=2)=[CH:12][C:11]=1[NH:31][C:32](=[O:40])[C:33]1[CH:34]=[CH:35][C:36]([O:39][C:2]2[CH:7]=[C:6]([Cl:8])[N:5]=[CH:4][N:3]=2)=[CH:37][CH:38]=1, predict the reactants needed to synthesize it. The reactants are: Cl[C:2]1[CH:7]=[C:6]([Cl:8])[N:5]=[CH:4][N:3]=1.[CH3:9][C:10]1[CH:15]=[CH:14][C:13]([NH:16][C:17](=[O:30])[C:18]2[CH:23]=[CH:22][CH:21]=[C:20]([N:24]3[CH2:29][CH2:28][O:27][CH2:26][CH2:25]3)[CH:19]=2)=[CH:12][C:11]=1[NH:31][C:32](=[O:40])[C:33]1[CH:38]=[CH:37][C:36]([OH:39])=[CH:35][CH:34]=1.C(=O)([O-])[O-].[Cs+].[Cs+].CC(N(C)C)=O. (3) Given the product [CH:22]1([NH:25][C:12]2[N:11]=[C:10]([NH:9][C@@H:4]3[CH2:5][CH2:6][C@@H:7]([CH3:8])[C@H:2]([OH:1])[CH2:3]3)[C:15]([C:16]#[N:17])=[CH:14][N:13]=2)[CH2:24][CH2:23]1, predict the reactants needed to synthesize it. The reactants are: [OH:1][C@H:2]1[C@H:7]([CH3:8])[CH2:6][CH2:5][C@@H:4]([NH:9][C:10]2[C:15]([C:16]#[N:17])=[CH:14][N:13]=[C:12](S(C)(=O)=O)[N:11]=2)[CH2:3]1.[CH:22]1([NH2:25])[CH2:24][CH2:23]1.